From a dataset of Peptide-MHC class II binding affinity with 134,281 pairs from IEDB. Regression. Given a peptide amino acid sequence and an MHC pseudo amino acid sequence, predict their binding affinity value. This is MHC class II binding data. The peptide sequence is GELQIVDAIDAAFKI. The MHC is DRB1_1501 with pseudo-sequence DRB1_1501. The binding affinity (normalized) is 0.635.